This data is from Catalyst prediction with 721,799 reactions and 888 catalyst types from USPTO. The task is: Predict which catalyst facilitates the given reaction. (1) The catalyst class is: 4. Reactant: [O:1]1[CH2:5][CH2:4][CH:3]([N:6]2[CH2:11][CH2:10][CH:9]([OH:12])[CH2:8][CH2:7]2)[CH2:2]1.CC(OI1(OC(C)=O)(OC(C)=O)OC(=O)C2C1=CC=CC=2)=O. Product: [O:1]1[CH2:5][CH2:4][CH:3]([N:6]2[CH2:11][CH2:10][C:9](=[O:12])[CH2:8][CH2:7]2)[CH2:2]1. (2) Reactant: N[C@H](C(O)=O)CC1C=C2C(C=CC=C2)=CC=1.[OH-].[K+].[Br:19][C:20]1[CH:21]=[C:22]([OH:26])[CH:23]=[CH:24][CH:25]=1.[CH3:27][CH:28]([CH2:32][CH2:33][CH2:34][CH:35]([CH3:37])[CH3:36])[CH2:29][CH2:30]Cl. Product: [CH3:27][CH:28]([CH2:32][CH2:33][CH2:34][CH:35]([CH3:37])[CH3:36])[CH2:29][CH2:30][O:26][C:22]1[CH:21]=[C:20]([Br:19])[CH:25]=[CH:24][CH:23]=1. The catalyst class is: 8. (3) Product: [Br:1][C:2]1[CH:3]=[CH:4][C:5]([C:8]2[N:9]([CH2:13][C@@H:14]3[CH2:18][CH2:17][N:16]([C:19]([CH:33]4[CH2:35][CH2:34]4)=[O:21])[CH2:15]3)[CH:10]=[CH:11][N:12]=2)=[CH:6][CH:7]=1. The catalyst class is: 135. Reactant: [Br:1][C:2]1[CH:7]=[CH:6][C:5]([C:8]2[N:9]([CH2:13][CH:14]3[CH2:18][CH2:17][N:16]([C:19]([O:21]C(C)(C)C)=O)[CH2:15]3)[CH:10]=[CH:11][N:12]=2)=[CH:4][CH:3]=1.Cl.CCN([CH:33]([CH3:35])[CH3:34])C(C)C.C1(C(Cl)=O)CC1. (4) Product: [NH2:11][C:9]1[N:8]=[CH:7][N:6]=[C:5]2[N:4]([CH:12]([C:14]3[CH:15]=[C:16]4[N:21]([C:22]=3[C:23]3[S:27][CH:26]=[N:25][CH:24]=3)[CH:20]=[CH:19][CH:18]=[CH:17]4)[CH3:13])[N:3]=[C:2]([C:31]3[CH:32]=[C:33]([OH:35])[CH:34]=[C:29]([F:28])[CH:30]=3)[C:10]=12. Reactant: I[C:2]1[C:10]2[C:5](=[N:6][CH:7]=[N:8][C:9]=2[NH2:11])[N:4]([CH:12]([C:14]2[CH:15]=[C:16]3[N:21]([C:22]=2[C:23]2[S:27][CH:26]=[N:25][CH:24]=2)[CH:20]=[CH:19][CH:18]=[CH:17]3)[CH3:13])[N:3]=1.[F:28][C:29]1[CH:30]=[C:31](B(O)O)[CH:32]=[C:33]([OH:35])[CH:34]=1.CCO.C([O-])([O-])=O.[Na+].[Na+]. The catalyst class is: 104. (5) Reactant: [CH:1]1([OH:10])[C:9]2[C:4](=[CH:5][CH:6]=[CH:7][CH:8]=2)[CH2:3][CH2:2]1.[H-].[Na+].Cl[C:14]1[C:15]2[CH:24]=[CH:23][N:22]([C:25]3[CH:30]=[CH:29][C:28]([CH3:31])=[CH:27][C:26]=3[CH3:32])[C:16]=2[C:17](=[O:21])[N:18]([CH3:20])[N:19]=1. Product: [CH:1]1([O:10][C:14]2[C:15]3[CH:24]=[CH:23][N:22]([C:25]4[CH:30]=[CH:29][C:28]([CH3:31])=[CH:27][C:26]=4[CH3:32])[C:16]=3[C:17](=[O:21])[N:18]([CH3:20])[N:19]=2)[C:9]2[C:4](=[CH:5][CH:6]=[CH:7][CH:8]=2)[CH2:3][CH2:2]1. The catalyst class is: 18. (6) Reactant: [CH2:1]([O:3][C:4](=[O:27])[CH2:5][CH2:6][C@@H:7]([NH:19]C(OC(C)(C)C)=O)[CH2:8][S:9][CH2:10][C:11]1[CH:16]=[CH:15][C:14]([O:17][CH3:18])=[CH:13][CH:12]=1)[CH3:2].[ClH:28].C(OCC)(=O)C. Product: [ClH:28].[CH2:1]([O:3][C:4](=[O:27])[CH2:5][CH2:6][C@@H:7]([NH2:19])[CH2:8][S:9][CH2:10][C:11]1[CH:12]=[CH:13][C:14]([O:17][CH3:18])=[CH:15][CH:16]=1)[CH3:2]. The catalyst class is: 4. (7) Reactant: [O:1]1[CH2:6][CH2:5][CH:4]([C:7]([N:9]2[C:15]3([CH2:17][CH2:16]3)[CH2:14][O:13][C:12]3[CH:18]=[C:19]([C:22]([O:24]C)=O)[CH:20]=[CH:21][C:11]=3[CH2:10]2)=[O:8])[CH2:3][CH2:2]1.[NH2:26][OH:27].[OH-].[Na+]. Product: [OH:27][NH:26][C:22]([C:19]1[CH:20]=[CH:21][C:11]2[CH2:10][N:9]([C:7]([CH:4]3[CH2:5][CH2:6][O:1][CH2:2][CH2:3]3)=[O:8])[C:15]3([CH2:14][O:13][C:12]=2[CH:18]=1)[CH2:17][CH2:16]3)=[O:24]. The catalyst class is: 36. (8) Reactant: [Br:1][C:2]1[CH:3]=[C:4]2[C:9](=[CH:10][CH:11]=1)[N:8]=[C:7]([Cl:12])[C:6]([CH2:13][C:14]([F:17])([F:16])[F:15])=[C:5]2Cl.[CH3:19][O-:20].[Na+]. Product: [Br:1][C:2]1[CH:3]=[C:4]2[C:9](=[CH:10][CH:11]=1)[N:8]=[C:7]([Cl:12])[C:6]([CH2:13][C:14]([F:17])([F:16])[F:15])=[C:5]2[O:20][CH3:19]. The catalyst class is: 5. (9) Reactant: [N:1]([CH2:4][CH2:5][CH2:6][CH2:7][C:8]1[S:12][C:11]([C:13]([O:15][CH2:16][CH3:17])=[O:14])=[N:10][N:9]=1)=[N+:2]=[N-:3].[O:18]=[C:19]1O[C@H]([C@H](CO)O)[C:22](O)=[C:20]1O.[CH3:30][C:31]([OH:34])([CH3:33])[CH3:32]. Product: [C:31]([O:34][C:19]([C:20]1[N:3]=[N:2][N:1]([CH2:4][CH2:5][CH2:6][CH2:7][C:8]2[S:12][C:11]([C:13]([O:15][CH2:16][CH3:17])=[O:14])=[N:10][N:9]=2)[CH:22]=1)=[O:18])([CH3:33])([CH3:32])[CH3:30]. The catalyst class is: 6. (10) Reactant: [C:1]1([C:7]2[N:8]=[C:9]([CH:12]3[O:17][CH2:16][CH2:15][NH:14][CH2:13]3)[NH:10][CH:11]=2)[CH:6]=[CH:5][CH:4]=[CH:3][CH:2]=1.[Cl:18][C:19]1[CH:24]=[C:23](Cl)[N:22]=[C:21]([NH2:26])[N:20]=1.CCN(C(C)C)C(C)C. Product: [Cl:18][C:19]1[CH:24]=[C:23]([N:14]2[CH2:15][CH2:16][O:17][CH:12]([C:9]3[NH:10][CH:11]=[C:7]([C:1]4[CH:2]=[CH:3][CH:4]=[CH:5][CH:6]=4)[N:8]=3)[CH2:13]2)[N:22]=[C:21]([NH2:26])[N:20]=1. The catalyst class is: 8.